This data is from Experimentally validated miRNA-target interactions with 360,000+ pairs, plus equal number of negative samples. The task is: Binary Classification. Given a miRNA mature sequence and a target amino acid sequence, predict their likelihood of interaction. The miRNA is mmu-miR-21a-5p with sequence UAGCUUAUCAGACUGAUGUUGA. Result: 1 (interaction). The protein sequence of the target gene is MATLRRLQEAPRHLLVCEKSNFGHDKSRHKHLVETHYHNYRVSFLIPECGLLSKELKSLVMDIGPYYSVKNLPLHELITHEFINTFVKKGSFSALTYNTSIDEDNTVALLPNGKLILSLDKDTYEETGLQGRPSRYSGRKSMKFVISIDLMDLSLNLDSKKYRRISWSFKEKKPLKFDFLLAWHPTGTEESTMMSYFSKYQIQEHQPKVALSTVRELQCPVLRSSGLAGEPEEACSALEFFDWLGAVFCSADLNNEPYNFISTYCCPQPSAVVAQAFLCTITGFILPEKIHVLLEQLCHY....